Dataset: Catalyst prediction with 721,799 reactions and 888 catalyst types from USPTO. Task: Predict which catalyst facilitates the given reaction. (1) Reactant: [F:1][C:2]1[CH:11]=[C:10]([F:12])[CH:9]=[C:8]2[C:3]=1[C:4]([NH:20][C:21]1[CH:26]=[C:25]([N:27]3[CH2:32][CH2:31][O:30][CH2:29][CH2:28]3)[N:24]=[CH:23][C:22]=1[CH:33]1[CH2:38][CH2:37][N:36](C(OC(C)(C)C)=O)[CH2:35][CH2:34]1)=[C:5]([CH3:19])[C:6]([C:13]1[CH:18]=[CH:17][CH:16]=[CH:15][N:14]=1)=[N:7]2.FC(F)(F)C(O)=O. Product: [F:1][C:2]1[CH:11]=[C:10]([F:12])[CH:9]=[C:8]2[C:3]=1[C:4]([NH:20][C:21]1[C:22]([CH:33]3[CH2:38][CH2:37][NH:36][CH2:35][CH2:34]3)=[CH:23][N:24]=[C:25]([N:27]3[CH2:32][CH2:31][O:30][CH2:29][CH2:28]3)[CH:26]=1)=[C:5]([CH3:19])[C:6]([C:13]1[CH:18]=[CH:17][CH:16]=[CH:15][N:14]=1)=[N:7]2. The catalyst class is: 2. (2) Reactant: [NH2:1][C:2]1[CH:3]=[N:4][CH:5]=[CH:6][C:7]=1[N:8]1[CH2:13][C@H:12]([CH3:14])[CH2:11][C@H:10]([NH:15][C:16](=[O:22])[O:17][C:18]([CH3:21])([CH3:20])[CH3:19])[CH2:9]1.[Br:23][C:24]1[C:28]2=[N:29][C:30]([C:33](O)=[O:34])=[CH:31][CH:32]=[C:27]2[O:26][CH:25]=1.CCN(C(C)C)C(C)C.CN(C(ON1N=NC2C=CC=NC1=2)=[N+](C)C)C.F[P-](F)(F)(F)(F)F. Product: [Br:23][C:24]1[C:28]2=[N:29][C:30]([C:33]([NH:1][C:2]3[CH:3]=[N:4][CH:5]=[CH:6][C:7]=3[N:8]3[CH2:13][C@H:12]([CH3:14])[CH2:11][C@H:10]([NH:15][C:16](=[O:22])[O:17][C:18]([CH3:21])([CH3:20])[CH3:19])[CH2:9]3)=[O:34])=[CH:31][CH:32]=[C:27]2[O:26][CH:25]=1. The catalyst class is: 3. (3) Reactant: [C:1]([O:5][C:6]([N:8]([CH3:49])[CH:9]1[CH2:14][CH2:13][CH:12]([N:15]([CH2:30][C:31]2[CH:32]=[C:33]([C:39]3[CH:44]=[CH:43][N:42]=[C:41]([C:45]([O:47]C)=O)[CH:40]=3)[CH:34]=[CH:35][C:36]=2[O:37][CH3:38])[C:16]([C:18]2[S:22][C:21]3[C:23]([F:28])=[CH:24][CH:25]=[C:26]([F:27])[C:20]=3[C:19]=2[Cl:29])=[O:17])[CH2:11][CH2:10]1)=[O:7])([CH3:4])([CH3:3])[CH3:2].[CH3:50][NH2:51]. Product: [C:1]([O:5][C:6](=[O:7])[N:8]([CH:9]1[CH2:14][CH2:13][CH:12]([N:15]([C:16]([C:18]2[S:22][C:21]3[C:23]([F:28])=[CH:24][CH:25]=[C:26]([F:27])[C:20]=3[C:19]=2[Cl:29])=[O:17])[CH2:30][C:31]2[CH:32]=[C:33]([C:39]3[CH:44]=[CH:43][N:42]=[C:41]([C:45](=[O:47])[NH:51][CH3:50])[CH:40]=3)[CH:34]=[CH:35][C:36]=2[O:37][CH3:38])[CH2:11][CH2:10]1)[CH3:49])([CH3:3])([CH3:4])[CH3:2]. The catalyst class is: 5. (4) Reactant: [CH:1]1([C:4]2[O:5][C:6]3[C:7](=[C:9]([C:20]#[N:21])[C:10]([CH3:19])=[C:11]([N:14]4[CH:18]=[CH:17][CH:16]=[CH:15]4)[C:12]=3F)[N:8]=2)[CH2:3][CH2:2]1.C(N(CC)CC)C.[CH3:29][N:30]([CH3:36])[C@H:31]1[CH2:35][CH2:34][NH:33][CH2:32]1.C(=O)([O-])O.[Na+]. Product: [CH:1]1([C:4]2[O:5][C:6]3[C:7](=[C:9]([C:20]#[N:21])[C:10]([CH3:19])=[C:11]([N:14]4[CH:18]=[CH:17][CH:16]=[CH:15]4)[C:12]=3[N:33]3[CH2:34][CH2:35][C@H:31]([N:30]([CH3:36])[CH3:29])[CH2:32]3)[N:8]=2)[CH2:3][CH2:2]1. The catalyst class is: 148. (5) Reactant: [CH3:1][C:2]1[N:3]([CH2:11][C:12]([O:14][CH3:15])=[O:13])[C:4]2[C:9]([CH:10]=1)=[CH:8][CH:7]=[CH:6][CH:5]=2.[CH2:16]([N:23]1[C:28](=[O:29])[CH:27]=[CH:26][C:25]([CH:30]=O)=[N:24]1)[C:17]1[CH:22]=[CH:21][CH:20]=[CH:19][CH:18]=1.C([SiH](CC)CC)C.FC(F)(F)C(O)=O. Product: [CH2:16]([N:23]1[C:28](=[O:29])[CH:27]=[CH:26][C:25]([CH2:30][C:10]2[C:9]3[C:4](=[CH:5][CH:6]=[CH:7][CH:8]=3)[N:3]([CH2:11][C:12]([O:14][CH3:15])=[O:13])[C:2]=2[CH3:1])=[N:24]1)[C:17]1[CH:18]=[CH:19][CH:20]=[CH:21][CH:22]=1. The catalyst class is: 2. (6) Reactant: [C:1]([NH:4][C:5]([CH2:16][C:17]([C:19]1[CH:24]=[CH:23][C:22]([O:25][C:26]2[CH:31]=[CH:30][C:29]([C:32]3[S:33][C:34]([CH3:37])=[CH:35][N:36]=3)=[CH:28][CH:27]=2)=[CH:21][CH:20]=1)=[O:18])([C:11](OCC)=[O:12])[C:6](OCC)=[O:7])(=[O:3])[CH3:2].OP([O-])([O-])=O.[K+].[K+].[BH4-].[Na+].[OH-].[Na+]. Product: [OH:12][CH2:11][C:5]([NH:4][C:1](=[O:3])[CH3:2])([CH2:6][OH:7])[CH2:16][CH:17]([OH:18])[C:19]1[CH:20]=[CH:21][C:22]([O:25][C:26]2[CH:31]=[CH:30][C:29]([C:32]3[S:33][C:34]([CH3:37])=[CH:35][N:36]=3)=[CH:28][CH:27]=2)=[CH:23][CH:24]=1. The catalyst class is: 88.